This data is from HIV replication inhibition screening data with 41,000+ compounds from the AIDS Antiviral Screen. The task is: Binary Classification. Given a drug SMILES string, predict its activity (active/inactive) in a high-throughput screening assay against a specified biological target. (1) The molecule is O=C(O)C(Cc1ccccc1)N1C(=O)NC(=Cc2ccc(F)cc2)C1=O. The result is 0 (inactive). (2) The drug is Cn1c(=O)oc2cc(C(=O)CSC(=S)N3CCCCCC3)ccc21. The result is 0 (inactive).